From a dataset of CYP2C9 inhibition data for predicting drug metabolism from PubChem BioAssay. Regression/Classification. Given a drug SMILES string, predict its absorption, distribution, metabolism, or excretion properties. Task type varies by dataset: regression for continuous measurements (e.g., permeability, clearance, half-life) or binary classification for categorical outcomes (e.g., BBB penetration, CYP inhibition). Dataset: cyp2c9_veith. (1) The drug is CCCn1c(CC)nc([N+](=O)[O-])c1S(=O)(=O)c1ccccc1. The result is 0 (non-inhibitor). (2) The compound is Cc1ccc(C(=O)NNC(=O)c2cc3cc4ccccc4nc3s2)cc1. The result is 0 (non-inhibitor).